Dataset: Forward reaction prediction with 1.9M reactions from USPTO patents (1976-2016). Task: Predict the product of the given reaction. (1) Given the reactants [NH2:1][C:2]([CH2:9][C:10](=[O:12])[O-:11])([CH2:4][N+:5]([CH3:8])([CH3:7])[CH3:6])O.[CH2:13]([C:20]1[CH:25]=[CH:24][CH:23]=[C:22]([N:26]=[C:27]=[O:28])[CH:21]=1)[C:14]1[CH:19]=[CH:18][CH:17]=[CH:16][CH:15]=1, predict the reaction product. The product is: [CH2:13]([C:20]1[CH:21]=[C:22]([NH:26][C:27](=[O:28])[NH:1][C@@H:2]([CH2:4][N+:5]([CH3:8])([CH3:7])[CH3:6])[CH2:9][C:10]([O-:11])=[O:12])[CH:23]=[CH:24][CH:25]=1)[C:14]1[CH:15]=[CH:16][CH:17]=[CH:18][CH:19]=1. (2) Given the reactants Cl.[N+:2]([C:5]1[CH:6]=[C:7]([NH:11][C:12]2([C:18]([O:20][CH3:21])=[O:19])[CH2:17][CH2:16][NH:15][CH2:14][CH2:13]2)[CH:8]=[CH:9][CH:10]=1)([O-:4])=[O:3].C(N(CC)CC)C.[C:29](O[C:29]([O:31][C:32]([CH3:35])([CH3:34])[CH3:33])=[O:30])([O:31][C:32]([CH3:35])([CH3:34])[CH3:33])=[O:30], predict the reaction product. The product is: [C:32]([O:31][C:29]([N:15]1[CH2:14][CH2:13][C:12]([NH:11][C:7]2[CH:8]=[CH:9][CH:10]=[C:5]([N+:2]([O-:4])=[O:3])[CH:6]=2)([C:18]([O:20][CH3:21])=[O:19])[CH2:17][CH2:16]1)=[O:30])([CH3:35])([CH3:34])[CH3:33].